From a dataset of Catalyst prediction with 721,799 reactions and 888 catalyst types from USPTO. Predict which catalyst facilitates the given reaction. (1) Reactant: [Cl:1][C:2]1[CH:3]=[C:4]([C@@:14]([NH:22][S@](C(C)(C)C)=O)([CH3:21])[CH:15]([CH2:19][OH:20])[CH:16]([CH3:18])[CH3:17])[CH:5]=[CH:6][C:7]=1[CH2:8][CH2:9][C:10]([CH3:13])([CH3:12])[CH3:11].Cl.CO. Product: [NH2:22][C:14]([C:4]1[CH:5]=[CH:6][C:7]([CH2:8][CH2:9][C:10]([CH3:11])([CH3:13])[CH3:12])=[C:2]([Cl:1])[CH:3]=1)([CH3:21])[C@@H:15]([CH:16]([CH3:17])[CH3:18])[CH2:19][OH:20]. The catalyst class is: 111. (2) Reactant: [F:1][C:2]1[C:11]2[O:10][CH2:9][CH:8]([CH2:12]OS(C3C=CC(C)=CC=3)(=O)=O)[O:7][C:6]=2[CH:5]=[C:4]([S:24]([CH3:27])(=[O:26])=[O:25])[CH:3]=1.[CH3:28][NH:29][CH2:30][CH2:31][CH3:32]. Product: [F:1][C:2]1[C:11]2[O:10][CH2:9][CH:8]([CH2:12][N:29]([CH3:28])[CH2:30][CH2:31][CH3:32])[O:7][C:6]=2[CH:5]=[C:4]([S:24]([CH3:27])(=[O:25])=[O:26])[CH:3]=1. The catalyst class is: 10.